Dataset: Full USPTO retrosynthesis dataset with 1.9M reactions from patents (1976-2016). Task: Predict the reactants needed to synthesize the given product. (1) Given the product [Br:3][C:4]1[CH:5]=[C:6]2[C:7](=[C:8]([C:9]([OH:11])=[O:10])[CH:12]=1)[NH:13][C:16]1[CH2:21][CH2:20][CH:19]([C:22]([O:24][CH2:25][CH3:26])=[O:23])[CH2:18][C:17]2=1, predict the reactants needed to synthesize it. The reactants are: Cl.Cl.[Br:3][C:4]1[CH:5]=[CH:6][C:7]([NH:13]N)=[C:8]([CH:12]=1)[C:9]([OH:11])=[O:10].O=[C:16]1[CH2:21][CH2:20][CH:19]([C:22]([O:24][CH2:25][CH3:26])=[O:23])[CH2:18][CH2:17]1. (2) Given the product [C:1]([C:3]1[CH:4]=[CH:5][C:6]([O:13][CH2:21][C:22]2[CH:27]=[CH:26][CH:25]=[CH:24][CH:23]=2)=[C:7]([CH:12]=1)[C:8]([O:10][CH3:11])=[O:9])#[N:2], predict the reactants needed to synthesize it. The reactants are: [C:1]([C:3]1[CH:4]=[CH:5][C:6]([OH:13])=[C:7]([CH:12]=1)[C:8]([O:10][CH3:11])=[O:9])#[N:2].C(=O)([O-])[O-].[K+].[K+].Br[CH2:21][C:22]1[CH:27]=[CH:26][CH:25]=[CH:24][CH:23]=1. (3) The reactants are: [CH2:1]([P:3]([OH:5])[OH:4])[CH3:2].[CH2:6]([O:8][CH:9]=[CH2:10])[CH3:7].[O-]S(OOS([O-])(=O)=O)(=O)=O.[Na+].[Na+]. Given the product [CH2:1]([P:3]([CH2:7][CH2:6][O:8][CH2:9][CH3:10])(=[O:5])[OH:4])[CH3:2], predict the reactants needed to synthesize it. (4) Given the product [CH:74]1[C:4]([C@H:5]2[O:7][C:8]3[CH:9]=[C:10]([OH:20])[CH:11]=[C:12]([OH:15])[C:13]=3[C:45](=[O:48])[CH2:44]2)=[CH:3][CH:2]=[C:1]([OH:88])[CH:75]=1, predict the reactants needed to synthesize it. The reactants are: [CH3:1][C@@H:2]1O[C@@H:5]([O:7][C@H:8]2[C@H:13](O)[C@@H:12]([OH:15])[C@H:11](NC(N)=N)[C@@H:10]([OH:20])[C@@H:9]2NC(N)=N)[C@H:4](O[C@@H]2O[C@@H](CO)[C@H](O)[C@@H](O)[C@@H]2NC)[C@@:3]1(O)C=O.C1[C@H](N)[C@@H:45]([O:48][C@H]2O[C@H](CN)[C@@H](O)[C@H](O)[C@H]2O)[C@H:44](O)[C@@H](O[C@H]2O[C@H](CO)[C@@H](O)[C@H](N)[C@H]2O)[C@@H]1N.[CH3:74][CH:75](C(NCC(O)=O)=S)C(N)=N.CS(C)=[O:88]. (5) Given the product [NH2:23][C:28]1[O:27][CH2:11][C:10]([C:12]2[CH:17]=[CH:16][C:15]([O:18][S:19]([CH3:22])(=[O:21])=[O:20])=[CH:14][CH:13]=2)([C:6]2[CH:7]=[CH:8][CH:9]=[C:4]([Br:3])[CH:5]=2)[N:32]=1, predict the reactants needed to synthesize it. The reactants are: II.[Br:3][C:4]1[CH:5]=[C:6]([C:10]([C:12]2[CH:17]=[CH:16][C:15]([O:18][S:19]([CH3:22])(=[O:21])=[O:20])=[CH:14][CH:13]=2)=[CH2:11])[CH:7]=[CH:8][CH:9]=1.[NH3:23].C([O:27][CH2:28]C)(=O)C.C(#[N:32])C.